From a dataset of Reaction yield outcomes from USPTO patents with 853,638 reactions. Predict the reaction yield, written as a fraction of the theoretical maximum amount of product (1.0 means a 100% yield; for example, 0.34 means a 34% yield). (1) The reactants are [Br:1][C:2]1[CH:3]=[C:4]([NH:13][CH:14]2[CH2:19][CH2:18][O:17][CH2:16][CH2:15]2)[C:5]([CH3:12])=[C:6]([CH:11]=1)[C:7]([O:9][CH3:10])=[O:8].[CH:20](=O)[CH3:21].C(O)(=O)C.C(O[BH-](OC(=O)C)OC(=O)C)(=O)C.[Na+]. The catalyst is ClC(Cl)C. The product is [Br:1][C:2]1[CH:3]=[C:4]([N:13]([CH2:20][CH3:21])[CH:14]2[CH2:19][CH2:18][O:17][CH2:16][CH2:15]2)[C:5]([CH3:12])=[C:6]([CH:11]=1)[C:7]([O:9][CH3:10])=[O:8]. The yield is 0.933. (2) The reactants are [CH2:1]([N:8]1[CH:12]=[C:11]([C:13](OCC)=[O:14])[C:10]([O:18][CH2:19][C:20]2[CH:25]=[CH:24][C:23]([O:26][CH2:27][C:28]3[N:29]=[C:30]([C:34]4[O:35][CH:36]=[CH:37][CH:38]=4)[O:31][C:32]=3[CH3:33])=[C:22]([O:39][CH2:40][CH3:41])[CH:21]=2)=[N:9]1)[C:2]1[CH:7]=[CH:6][CH:5]=[CH:4][CH:3]=1.[H-].[Al+3].[Li+].[H-].[H-].[H-].O.O.O.O.O.O.O.O.O.O.S([O-])([O-])(=O)=O.[Na+].[Na+]. The catalyst is O1CCCC1.C(OCC)(=O)C. The product is [CH2:1]([N:8]1[CH:12]=[C:11]([CH2:13][OH:14])[C:10]([O:18][CH2:19][C:20]2[CH:25]=[CH:24][C:23]([O:26][CH2:27][C:28]3[N:29]=[C:30]([C:34]4[O:35][CH:36]=[CH:37][CH:38]=4)[O:31][C:32]=3[CH3:33])=[C:22]([O:39][CH2:40][CH3:41])[CH:21]=2)=[N:9]1)[C:2]1[CH:3]=[CH:4][CH:5]=[CH:6][CH:7]=1. The yield is 0.940. (3) The reactants are C[C:2]1[CH:8]=[C:7](C)[CH:6]=[C:5](C)[C:3]=1[NH2:4].[Li]CCCC.[Br:16][CH2:17][CH2:18][CH2:19]Br. The catalyst is O1CCOCC1.CCCCCC.CC(C)=O.CCCCCC. The product is [Br:16][CH2:17][CH2:18][CH2:19][NH:4][C:3]1[CH:2]=[CH:8][CH:7]=[CH:6][CH:5]=1. The yield is 0.220. (4) The reactants are C([O:8][C@@H:9]1[C@@H:17]([CH2:18][CH2:19][CH2:20][CH3:21])[C@H:16]([CH3:22])[O:15][C:14](=[O:23])[C@@H:13]([NH:24][C:25](=[O:31])[O:26][C:27]([CH3:30])([CH3:29])[CH3:28])[CH2:12][CH2:11][CH2:10]1)C1C=CC=CC=1.[H][H]. The catalyst is CCOC(C)=O.[Pd]. The product is [CH2:18]([C@H:17]1[C@H:16]([CH3:22])[O:15][C:14](=[O:23])[C@@H:13]([NH:24][C:25](=[O:31])[O:26][C:27]([CH3:30])([CH3:29])[CH3:28])[CH2:12][CH2:11][CH2:10][C@@H:9]1[OH:8])[CH2:19][CH2:20][CH3:21]. The yield is 0.850. (5) The reactants are [NH2:1][CH2:2][CH2:3][O:4][C@@H:5]([C:19]1[CH:24]=[CH:23][CH:22]=[C:21]([F:25])[C:20]=1[C:26]1[CH:31]=[CH:30][CH:29]=[C:28]([CH3:32])[CH:27]=1)[C@@H:6]1[CH2:11][CH2:10][CH2:9][N:8]([C:12]([O:14][C:15]([CH3:18])([CH3:17])[CH3:16])=[O:13])[CH2:7]1.CCN(CC)CC.[C:40](Cl)(=[O:42])[CH3:41]. The catalyst is C(Cl)Cl. The product is [C:40]([NH:1][CH2:2][CH2:3][O:4][C@@H:5]([C:19]1[CH:24]=[CH:23][CH:22]=[C:21]([F:25])[C:20]=1[C:26]1[CH:31]=[CH:30][CH:29]=[C:28]([CH3:32])[CH:27]=1)[C@@H:6]1[CH2:11][CH2:10][CH2:9][N:8]([C:12]([O:14][C:15]([CH3:18])([CH3:17])[CH3:16])=[O:13])[CH2:7]1)(=[O:42])[CH3:41]. The yield is 0.850.